This data is from Catalyst prediction with 721,799 reactions and 888 catalyst types from USPTO. The task is: Predict which catalyst facilitates the given reaction. (1) Reactant: [O:1]1[C:6]2[CH:7]=[CH:8][C:9]([CH:11]([C:13]3[CH:18]=[CH:17][C:16]([O:19][CH3:20])=[CH:15][CH:14]=3)[OH:12])=[CH:10][C:5]=2[O:4][CH2:3][CH2:2]1. Product: [O:1]1[C:6]2[CH:7]=[CH:8][C:9]([C:11]([C:13]3[CH:18]=[CH:17][C:16]([O:19][CH3:20])=[CH:15][CH:14]=3)=[O:12])=[CH:10][C:5]=2[O:4][CH2:3][CH2:2]1. The catalyst class is: 177. (2) Reactant: [Si:1](Cl)([C:4]([CH3:7])([CH3:6])[CH3:5])([CH3:3])[CH3:2].[OH:9][CH2:10][CH2:11][N:12]1[CH2:17][CH2:16][CH2:15][N:14]([CH:18]2[CH2:23][CH2:22][N:21]([C:24]([O:26][CH2:27][C:28]3[CH:33]=[CH:32][CH:31]=[CH:30][CH:29]=3)=[O:25])[CH2:20][CH2:19]2)[C:13]1=[O:34].C(N(CC)CC)C. Product: [Si:1]([O:9][CH2:10][CH2:11][N:12]1[CH2:17][CH2:16][CH2:15][N:14]([CH:18]2[CH2:23][CH2:22][N:21]([C:24]([O:26][CH2:27][C:28]3[CH:29]=[CH:30][CH:31]=[CH:32][CH:33]=3)=[O:25])[CH2:20][CH2:19]2)[C:13]1=[O:34])([C:4]([CH3:7])([CH3:6])[CH3:5])([CH3:3])[CH3:2]. The catalyst class is: 4. (3) Reactant: Cl.CO.C(OC([N:11]([C:39]1[C:48]([N+:49]([O-:51])=[O:50])=[CH:47][CH:46]=[CH:45][C:40]=1[C:41]([O:43][CH3:44])=[O:42])[CH2:12][C:13]1[CH:18]=[CH:17][C:16]([C:19]2[CH:24]=[CH:23][CH:22]=[CH:21][C:20]=2[C:25]2[N:29]([CH2:30][C:31]3[CH:36]=[CH:35][C:34]([O:37][CH3:38])=[CH:33][CH:32]=3)[N:28]=[N:27][N:26]=2)=[CH:15][CH:14]=1)=O)(C)(C)C.C(=O)([O-])O.[Na+]. Product: [CH3:38][O:37][C:34]1[CH:35]=[CH:36][C:31]([CH2:30][N:29]2[C:25]([C:20]3[CH:21]=[CH:22][CH:23]=[CH:24][C:19]=3[C:16]3[CH:15]=[CH:14][C:13]([CH2:12][NH:11][C:39]4[C:48]([N+:49]([O-:51])=[O:50])=[CH:47][CH:46]=[CH:45][C:40]=4[C:41]([O:43][CH3:44])=[O:42])=[CH:18][CH:17]=3)=[N:26][N:27]=[N:28]2)=[CH:32][CH:33]=1. The catalyst class is: 133. (4) Reactant: [NH2:1][CH2:2][CH2:3][N:4]([CH2:15][C:16]1[CH:21]=[C:20]([F:22])[C:19]([Br:23])=[CH:18][C:17]=1[F:24])[C:5](=[O:14])[O:6][CH2:7][C:8]1[CH:13]=[CH:12][CH:11]=[CH:10][CH:9]=1.C(O)(C(F)(F)F)=O.O=[C:33]1[CH2:38][CH2:37][N:36]([C:39]([O:41][C:42]([CH3:45])([CH3:44])[CH3:43])=[O:40])[CH2:35][CH2:34]1.C(O)(=O)C.[BH-](OC(C)=O)(OC(C)=O)OC(C)=O.[Na+]. Product: [CH2:7]([O:6][C:5]([N:4]([CH2:15][C:16]1[CH:21]=[C:20]([F:22])[C:19]([Br:23])=[CH:18][C:17]=1[F:24])[CH2:3][CH2:2][NH:1][CH:33]1[CH2:38][CH2:37][N:36]([C:39]([O:41][C:42]([CH3:45])([CH3:44])[CH3:43])=[O:40])[CH2:35][CH2:34]1)=[O:14])[C:8]1[CH:13]=[CH:12][CH:11]=[CH:10][CH:9]=1. The catalyst class is: 1. (5) Reactant: [OH:1][CH:2]1[CH2:5][N:4]([C:6]2[S:7][CH:8]=[C:9]([C:11](=[O:16])[NH:12][CH2:13][CH2:14][OH:15])[N:10]=2)[CH2:3]1.[Si:17](Cl)([C:20]([CH3:23])([CH3:22])[CH3:21])([CH3:19])[CH3:18].N1C=CN=C1.CO. Product: [Si:17]([O:15][CH2:14][CH2:13][NH:12][C:11]([C:9]1[N:10]=[C:6]([N:4]2[CH2:5][CH:2]([OH:1])[CH2:3]2)[S:7][CH:8]=1)=[O:16])([C:20]([CH3:23])([CH3:22])[CH3:21])([CH3:19])[CH3:18]. The catalyst class is: 9.